Dataset: Forward reaction prediction with 1.9M reactions from USPTO patents (1976-2016). Task: Predict the product of the given reaction. (1) Given the reactants [C:1]1([N:7]2[C:11]([CH2:12][CH2:13][CH3:14])=[CH:10][C:9]([CH2:15][CH2:16][CH:17]=O)=[N:8]2)[CH:6]=[CH:5][CH:4]=[CH:3][CH:2]=1.[F:19][C:20]1[CH:25]=[CH:24][C:23]([CH:26]([C:33]2[CH:38]=[CH:37][C:36]([F:39])=[CH:35][CH:34]=2)[N:27]2[CH2:32][CH2:31][NH:30][CH2:29][CH2:28]2)=[CH:22][CH:21]=1.CCN(C(C)C)C(C)C.[BH-](OC(C)=O)(OC(C)=O)OC(C)=O.[Na+], predict the reaction product. The product is: [F:39][C:36]1[CH:35]=[CH:34][C:33]([CH:26]([C:23]2[CH:24]=[CH:25][C:20]([F:19])=[CH:21][CH:22]=2)[N:27]2[CH2:28][CH2:29][N:30]([CH2:17][CH2:16][CH2:15][C:9]3[CH:10]=[C:11]([CH2:12][CH2:13][CH3:14])[N:7]([C:1]4[CH:6]=[CH:5][CH:4]=[CH:3][CH:2]=4)[N:8]=3)[CH2:31][CH2:32]2)=[CH:38][CH:37]=1. (2) Given the reactants [C:1]([CH2:3][O:4][C:5]1[CH:10]=[CH:9][C:8]([C:11]2[O:15][C:14]([C:16]([NH2:18])=[O:17])=[N:13][C:12]=2[C:19]2[CH:24]=[CH:23][C:22]([O:25][CH3:26])=[CH:21][CH:20]=2)=[CH:7][CH:6]=1)#[N:2].[BH4-].[Na+].[OH-].[Na+], predict the reaction product. The product is: [NH2:2][CH2:1][CH2:3][O:4][C:5]1[CH:10]=[CH:9][C:8]([C:11]2[O:15][C:14]([C:16]([NH2:18])=[O:17])=[N:13][C:12]=2[C:19]2[CH:20]=[CH:21][C:22]([O:25][CH3:26])=[CH:23][CH:24]=2)=[CH:7][CH:6]=1. (3) The product is: [BrH:10].[NH2:1][C:2]1[C:7]([CH2:8][Br:13])=[CH:6][C:5]([Br:10])=[CH:4][N:3]=1. Given the reactants [NH2:1][C:2]1[C:7]([CH2:8]O)=[CH:6][C:5]([Br:10])=[CH:4][N:3]=1.[OH-].[Na+].[BrH:13], predict the reaction product. (4) Given the reactants [CH3:1][O:2][C:3]1[CH:8]=[CH:7][C:6]([NH:9][C:10]([C@:12]2([CH3:15])[CH2:14][O:13]2)=[O:11])=[CH:5][CH:4]=1.C[C:17]1[CH:22]=[CH:21][C:20]([OH:23])=[CH:19][CH:18]=1.[C:24]([O-:27])([O-])=O.[K+].[K+], predict the reaction product. The product is: [OH:13][C@@:12]([CH3:15])([CH2:14][O:23][C:20]1[CH:19]=[CH:18][C:17]([O:27][CH3:24])=[CH:22][CH:21]=1)[C:10]([NH:9][C:6]1[CH:7]=[CH:8][C:3]([O:2][CH3:1])=[CH:4][CH:5]=1)=[O:11].